Dataset: Reaction yield outcomes from USPTO patents with 853,638 reactions. Task: Predict the reaction yield, written as a fraction of the theoretical maximum amount of product (1.0 means a 100% yield; for example, 0.34 means a 34% yield). (1) The reactants are Cl[C:2]1[CH:3]=[C:4]([CH:25]=[C:26]([CH3:28])[N:27]=1)[C:5]([NH:7][C:8]1[S:9][C:10]2[C:16]([N:17]3[CH2:22][CH2:21][O:20][CH2:19][CH2:18]3)=[CH:15][CH:14]=[C:13]([O:23][CH3:24])[C:11]=2[N:12]=1)=[O:6].[I-:29].[Na+].I. The catalyst is CC(CC)=O.O1CCOCC1. The product is [I:29][C:2]1[CH:3]=[C:4]([CH:25]=[C:26]([CH3:28])[N:27]=1)[C:5]([NH:7][C:8]1[S:9][C:10]2[C:16]([N:17]3[CH2:22][CH2:21][O:20][CH2:19][CH2:18]3)=[CH:15][CH:14]=[C:13]([O:23][CH3:24])[C:11]=2[N:12]=1)=[O:6]. The yield is 0.0700. (2) The product is [F:1][C:2]1[CH:3]=[C:4]([C:8]2[C:13]([C:14]3[CH:19]=[CH:18][N:17]=[CH:16][CH:15]=3)=[CH:12][N:11]=[C:10]([NH:20][C:21](=[O:23])[CH3:22])[N:9]=2)[CH:5]=[CH:6][CH:7]=1. The catalyst is S(=O)(=O)(O)O.C(OCC)(=O)C.O. The yield is 0.540. The reactants are [F:1][C:2]1[CH:3]=[C:4]([C:8]2[C:13]([C:14]3[CH:19]=[CH:18][N:17]=[CH:16][CH:15]=3)=[CH:12][N:11]=[C:10]([NH2:20])[N:9]=2)[CH:5]=[CH:6][CH:7]=1.[C:21](OC(=O)C)(=[O:23])[CH3:22].C(=O)(O)[O-].[Na+]. (3) The reactants are [CH3:1][N:2]([CH3:24])[CH2:3][CH2:4][O:5][C:6]1[CH:11]=[CH:10][C:9]([C:12]2[C:20]3[C:15](=[CH:16][CH:17]=[C:18]([C:21]([NH2:23])=O)[CH:19]=3)[NH:14][N:13]=2)=[CH:8][CH:7]=1.COC(OC)[N:28]([CH3:30])C.[NH2:33]N. The catalyst is C(O)(=O)C. The product is [NH:33]1[C:21]([C:18]2[CH:19]=[C:20]3[C:15](=[CH:16][CH:17]=2)[NH:14][N:13]=[C:12]3[C:9]2[CH:10]=[CH:11][C:6]([O:5][CH2:4][CH2:3][N:2]([CH3:24])[CH3:1])=[CH:7][CH:8]=2)=[N:23][CH:30]=[N:28]1. The yield is 0.865. (4) The reactants are C(O)(C(F)(F)F)=O.[C:8]([O:11][CH2:12][C:13]([N:15]([CH2:38][C:39]([O:41]C(C)(C)C)=[O:40])[C@@H:16]1[C:24]2[C:19](=[CH:20][CH:21]=[CH:22][CH:23]=2)[CH2:18][C@H:17]1[NH:25][C:26]([C:28]1[NH:32][C:31]2[C:33]([Cl:37])=[C:34]([Cl:36])[S:35][C:30]=2[CH:29]=1)=[O:27])=[O:14])(=[O:10])[CH3:9]. The catalyst is C(Cl)Cl. The product is [C:8]([O:11][CH2:12][C:13]([N:15]([CH2:38][C:39]([OH:41])=[O:40])[C@@H:16]1[C:24]2[C:19](=[CH:20][CH:21]=[CH:22][CH:23]=2)[CH2:18][C@H:17]1[NH:25][C:26]([C:28]1[NH:32][C:31]2[C:33]([Cl:37])=[C:34]([Cl:36])[S:35][C:30]=2[CH:29]=1)=[O:27])=[O:14])(=[O:10])[CH3:9]. The yield is 0.990. (5) The reactants are C([C:3]1[CH:17]=[CH:16][C:6]([C:7]([NH:9][C:10]2[CH:15]=[CH:14][N:13]=[CH:12][CH:11]=2)=[O:8])=[CH:5][CH:4]=1)#N.[C:18](C1C=C(C=CC=1)C(O)=O)#[N:19].NC1C=CN=CC=1. No catalyst specified. The product is [C:18]([C:17]1[CH:16]=[C:6]([CH:5]=[CH:4][CH:3]=1)[C:7]([NH:9][C:10]1[CH:11]=[CH:12][N:13]=[CH:14][CH:15]=1)=[O:8])#[N:19]. The yield is 0.540.